This data is from Catalyst prediction with 721,799 reactions and 888 catalyst types from USPTO. The task is: Predict which catalyst facilitates the given reaction. (1) Reactant: Cl[C:2]1[N:7]=[C:6]([Cl:8])[C:5]([C:9]#[N:10])=[CH:4][N:3]=1.[NH2:11][C:12]([CH3:22])([CH3:21])[C:13]([NH:15][CH2:16][C:17]([F:20])([F:19])[F:18])=[O:14].CCN(C(C)C)C(C)C. Product: [Cl:8][C:6]1[C:5]([C:9]#[N:10])=[CH:4][N:3]=[C:2]([NH:11][C:12]([CH3:22])([CH3:21])[C:13]([NH:15][CH2:16][C:17]([F:18])([F:19])[F:20])=[O:14])[N:7]=1. The catalyst class is: 1. (2) Reactant: [Cl:1][CH2:2][CH2:3][CH2:4][N:5]1[C:14]2[C:9](=[C:10]([CH3:15])[CH:11]=[CH:12][CH:13]=2)[CH2:8][CH2:7][C:6]1=[O:16].C(C1C(=O)C(Cl)=C(Cl)C(=O)C=1C#N)#N.O1CCOCC1. Product: [Cl:1][CH2:2][CH2:3][CH2:4][N:5]1[C:14]2[C:9](=[C:10]([CH3:15])[CH:11]=[CH:12][CH:13]=2)[CH:8]=[CH:7][C:6]1=[O:16]. The catalyst class is: 25. (3) Reactant: [F:1][C:2]1[CH:7]=[CH:6][C:5](/[C:8](/[C:12]2[CH:17]=[CH:16][C:15]([C:18]#[C:19][C:20]3[CH:25]=[CH:24][CH:23]=[CH:22][CH:21]=3)=[CH:14][CH:13]=2)=[CH:9]\[CH2:10][OH:11])=[CH:4][CH:3]=1.C(P(CCCC)CCCC)CCC.N(C(N1CCCCC1)=O)=NC(N1CCCCC1)=O.[CH3:57][O:58][C:59](=[O:70])[CH2:60][O:61][C:62]1[CH:67]=[CH:66][C:65](O)=[CH:64][C:63]=1[CH3:69]. Product: [CH3:57][O:58][C:59](=[O:70])[CH2:60][O:61][C:62]1[CH:67]=[CH:66][C:65]([O:11][CH2:10]/[CH:9]=[C:8](\[C:5]2[CH:6]=[CH:7][C:2]([F:1])=[CH:3][CH:4]=2)/[C:12]2[CH:17]=[CH:16][C:15]([C:18]#[C:19][C:20]3[CH:21]=[CH:22][CH:23]=[CH:24][CH:25]=3)=[CH:14][CH:13]=2)=[CH:64][C:63]=1[CH3:69]. The catalyst class is: 7. (4) Reactant: [F:1][C:2]1[CH:7]=[CH:6][C:5]([C:8]2[N:9]=[C:10]3[CH:15]=[CH:14][CH:13]=[CH:12][N:11]3[CH:16]=2)=[CH:4][CH:3]=1.[H][H]. Product: [F:1][C:2]1[CH:3]=[CH:4][C:5]([C:8]2[N:9]=[C:10]3[CH2:15][CH2:14][CH2:13][CH2:12][N:11]3[CH:16]=2)=[CH:6][CH:7]=1. The catalyst class is: 29. (5) Reactant: Cl.[CH3:2][NH:3][CH3:4].[Cl:5][C:6]1[N:11]=[C:10]([Cl:12])[CH:9]=[C:8](Cl)[N:7]=1. Product: [Cl:5][C:6]1[N:7]=[C:8]([N:3]([CH3:4])[CH3:2])[CH:9]=[C:10]([Cl:12])[N:11]=1. The catalyst class is: 2. (6) Reactant: [C:1]1([CH2:7][CH2:8][CH:9]=[O:10])[CH:6]=[CH:5][CH:4]=[CH:3][CH:2]=1.OC(CC(C)C)[C:13]#[N:14].OS([O-])=O.[Na+].[C-]#N.[Na+]. Product: [OH:10][CH:9]([CH2:8][CH2:7][C:1]1[CH:6]=[CH:5][CH:4]=[CH:3][CH:2]=1)[C:13]#[N:14]. The catalyst class is: 6. (7) Reactant: [OH-].[Na+].[CH3:3][C:4]1[CH:5]=[C:6]([C:11]2[N:15]([NH2:16])[C:14]([CH3:18])([CH3:17])[O:13][N:12]=2)[CH:7]=[C:8]([CH3:10])[CH:9]=1.[CH2:19]([C:21]1[C:29]([O:30][CH3:31])=[CH:28][CH:27]=[CH:26][C:22]=1[C:23](Cl)=[O:24])[CH3:20].O. Product: [CH3:3][C:4]1[CH:5]=[C:6]([C:11]2[N:15]([NH:16][C:23](=[O:24])[C:22]3[CH:26]=[CH:27][CH:28]=[C:29]([O:30][CH3:31])[C:21]=3[CH2:19][CH3:20])[C:14]([CH3:18])([CH3:17])[O:13][N:12]=2)[CH:7]=[C:8]([CH3:10])[CH:9]=1. The catalyst class is: 648. (8) Reactant: [CH3:1][O:2][C:3]1[CH:20]=[CH:19][C:6]([O:7][C:8]2[C:13]([CH3:14])=[CH:12][C:11]([N+:15]([O-:17])=[O:16])=[CH:10][C:9]=2[CH3:18])=[CH:5][CH:4]=1.[F:21][C:22]1[CH:30]=[CH:29][C:25]([C:26](Cl)=[O:27])=[CH:24][CH:23]=1. Product: [CH3:18][C:9]1[CH:10]=[C:11]([N+:15]([O-:17])=[O:16])[CH:12]=[C:13]([CH3:14])[C:8]=1[O:7][C:6]1[CH:5]=[CH:4][C:3]([O:2][CH3:1])=[C:20]([C:26]([C:25]2[CH:29]=[CH:30][C:22]([F:21])=[CH:23][CH:24]=2)=[O:27])[CH:19]=1. The catalyst class is: 642. (9) Reactant: C1(S([N:10]2[C:14]3=[N:15][CH:16]=[C:17]([NH:19]C(=O)OC(C)(C)C)[CH:18]=[C:13]3[CH:12]=[C:11]2[C:27]#[C:28][CH2:29][F:30])(=O)=O)C=CC=CC=1.[OH-].[K+].[ClH:33]. Product: [F:30][CH2:29][C:28]#[C:27][C:11]1[NH:10][C:14]2=[N:15][CH:16]=[C:17]([NH2:19])[CH:18]=[C:13]2[CH:12]=1.[ClH:33]. The catalyst class is: 71. (10) Reactant: [CH3:1][O:2][C:3]1[CH:4]=[C:5]([CH:11]2[CH:13]([CH2:14][C:15]([F:18])([F:17])[F:16])[NH:12]2)[CH:6]=[CH:7][C:8]=1[O:9][CH3:10]. Product: [CH3:1][O:2][C:3]1[CH:4]=[C:5]([CH2:11][CH:13]([NH2:12])[CH2:14][C:15]([F:17])([F:18])[F:16])[CH:6]=[CH:7][C:8]=1[O:9][CH3:10]. The catalyst class is: 43.